This data is from Full USPTO retrosynthesis dataset with 1.9M reactions from patents (1976-2016). The task is: Predict the reactants needed to synthesize the given product. (1) Given the product [C:35]([C:33]1[CH:34]=[C:29]([NH:28][C:6]2[N:5]=[C:4]([N:3]([CH2:1][CH3:2])[CH2:19][C:20]3[CH:25]=[CH:24][C:23]([O:26][CH3:27])=[CH:22][CH:21]=3)[C:9]3=[N:10][CH:11]=[C:12]([C:13]#[N:14])[N:8]3[N:7]=2)[C:30]([F:49])=[C:31]([N:37]2[CH2:42][CH2:41][C@@H:40]([NH:43][C:44](=[O:47])[O:45][CH3:46])[C@H:39]([OH:48])[CH2:38]2)[CH:32]=1)#[N:36], predict the reactants needed to synthesize it. The reactants are: [CH2:1]([N:3]([CH2:19][C:20]1[CH:25]=[CH:24][C:23]([O:26][CH3:27])=[CH:22][CH:21]=1)[C:4]1[C:9]2=[N:10][CH:11]=[C:12]([C:13]#[N:14])[N:8]2[N:7]=[C:6](S(C)(=O)=O)[N:5]=1)[CH3:2].[NH2:28][C:29]1[C:30]([F:49])=[C:31]([N:37]2[CH2:42][CH2:41][C@@H:40]([NH:43][C:44](=[O:47])[O:45][CH3:46])[C@H:39]([OH:48])[CH2:38]2)[CH:32]=[C:33]([C:35]#[N:36])[CH:34]=1.C([O-])([O-])=O.[Cs+].[Cs+].CC1(C)C2C(=C(P(C3C=CC=CC=3)C3C=CC=CC=3)C=CC=2)OC2C(P(C3C=CC=CC=3)C3C=CC=CC=3)=CC=CC1=2. (2) Given the product [Cl:26][C:18]1[C:17]([C:16]2[CH:15]=[CH:14][N:13]=[C:12]3[C:8]([C:5]4[CH:6]=[CH:7][C:2]([F:1])=[CH:3][CH:4]=4)=[N:9][O:10][C:11]=23)=[CH:22][N:21]=[CH:20][N:19]=1, predict the reactants needed to synthesize it. The reactants are: [F:1][C:2]1[CH:7]=[CH:6][C:5]([C:8]2[C:12]3=[N:13][CH:14]=[CH:15][C:16]([C:17]4[C:18](O)=[N:19][CH:20]=[N:21][CH:22]=4)=[C:11]3[O:10][N:9]=2)=[CH:4][CH:3]=1.P(Cl)(Cl)([Cl:26])=O. (3) Given the product [CH3:22][C:14]1[CH:13]=[C:12]([NH:11][C:2]2[CH:7]=[CH:6][C:5]([N+:8]([O-:10])=[O:9])=[CH:4][CH:3]=2)[C:21]2[C:16](=[CH:17][CH:18]=[CH:19][CH:20]=2)[N:15]=1, predict the reactants needed to synthesize it. The reactants are: F[C:2]1[CH:7]=[CH:6][C:5]([N+:8]([O-:10])=[O:9])=[CH:4][CH:3]=1.[NH2:11][C:12]1[C:21]2[C:16](=[CH:17][CH:18]=[CH:19][CH:20]=2)[N:15]=[C:14]([CH3:22])[CH:13]=1.C([O-])([O-])=O.[K+].[K+].CN1CCCC1=O. (4) Given the product [CH3:20][C:21]1[CH:27]=[C:26]([OH:28])[C:25]([CH3:29])=[CH:24][C:22]=1[NH:23][C:2]1[N:7]=[C:6]([NH:8][C:9]2[CH:14]=[CH:13][C:12]3[O:15][CH2:16][CH2:17][O:18][C:11]=3[CH:10]=2)[C:5]([F:19])=[CH:4][N:3]=1, predict the reactants needed to synthesize it. The reactants are: Cl[C:2]1[N:7]=[C:6]([NH:8][C:9]2[CH:14]=[CH:13][C:12]3[O:15][CH2:16][CH2:17][O:18][C:11]=3[CH:10]=2)[C:5]([F:19])=[CH:4][N:3]=1.[CH3:20][C:21]1[CH:27]=[C:26]([OH:28])[C:25]([CH3:29])=[CH:24][C:22]=1[NH2:23]. (5) Given the product [Cl:1][C:2]1[CH:3]=[C:4]([NH:19][S:28]([C:22]2[CH:23]=[CH:24][C:25]([F:27])=[CH:26][C:21]=2[F:20])(=[O:30])=[O:29])[CH:5]=[N:6][C:7]=1[O:8][C:9]1[CH:10]=[C:11]2[C:16](=[CH:17][CH:18]=1)[N:15]=[CH:14][CH:13]=[CH:12]2, predict the reactants needed to synthesize it. The reactants are: [Cl:1][C:2]1[CH:3]=[C:4]([NH2:19])[CH:5]=[N:6][C:7]=1[O:8][C:9]1[CH:10]=[C:11]2[C:16](=[CH:17][CH:18]=1)[N:15]=[CH:14][CH:13]=[CH:12]2.[F:20][C:21]1[CH:26]=[C:25]([F:27])[CH:24]=[CH:23][C:22]=1[S:28](Cl)(=[O:30])=[O:29]. (6) Given the product [CH3:1][O:2][C:3]([C:4]1[CH:9]=[CH:8][C:7]2[O:10][C:20]([C:19]3[CH:18]=[CH:17][C:16]([C:15]([F:14])([F:24])[F:25])=[CH:23][CH:22]=3)=[CH:11][C:6]=2[CH:5]=1)=[O:13], predict the reactants needed to synthesize it. The reactants are: [CH3:1][O:2][C:3](=[O:13])[C:4]1[CH:9]=[CH:8][C:7]([OH:10])=[C:6]([CH:11]=O)[CH:5]=1.[F:14][C:15]([F:25])([F:24])[C:16]1[CH:23]=[CH:22][C:19]([CH2:20]Br)=[CH:18][CH:17]=1.C(=O)([O-])[O-].[K+].[K+]. (7) Given the product [Cl:1][C:2]1[CH:19]=[CH:18][C:5]2[N:6]([CH2:21][CH2:22][O:23][C:24](=[O:26])[CH3:25])[C:7](=[O:17])[CH2:8][N:9]=[C:10]([C:11]3[CH:16]=[CH:15][CH:14]=[CH:13][CH:12]=3)[C:4]=2[CH:3]=1, predict the reactants needed to synthesize it. The reactants are: [Cl:1][C:2]1[CH:19]=[CH:18][C:5]2[NH:6][C:7](=[O:17])[CH2:8][N:9]=[C:10]([C:11]3[CH:16]=[CH:15][CH:14]=[CH:13][CH:12]=3)[C:4]=2[CH:3]=1.Br[CH2:21][CH2:22][O:23][C:24](=[O:26])[CH3:25]. (8) Given the product [F:22][C:18]1[CH:17]=[C:16]([C:15]2[S:14][C:13]([CH3:23])=[N:12][C:11]=2[C:9]([N:4]2[C@H:3]([CH2:2][NH:1][C:34]([C:27]3[C:28]4[C:33](=[CH:32][CH:31]=[CH:30][CH:29]=4)[N:25]([CH3:24])[C:26]=3[CH3:37])=[O:35])[CH2:8][C@H:7]3[C@@H:5]2[CH2:6]3)=[O:10])[CH:21]=[CH:20][CH:19]=1, predict the reactants needed to synthesize it. The reactants are: [NH2:1][CH2:2][C@@H:3]1[CH2:8][C@H:7]2[C@H:5]([CH2:6]2)[N:4]1[C:9]([C:11]1[N:12]=[C:13]([CH3:23])[S:14][C:15]=1[C:16]1[CH:21]=[CH:20][CH:19]=[C:18]([F:22])[CH:17]=1)=[O:10].[CH3:24][N:25]1[C:33]2[C:28](=[CH:29][CH:30]=[CH:31][CH:32]=2)[C:27]([C:34](O)=[O:35])=[C:26]1[CH3:37]. (9) Given the product [Cl:8][C:5]1[CH:6]=[CH:7][C:2]([NH:1][S:27]([C:24]2[CH:23]=[CH:22][C:21]([S:18]([CH3:17])(=[O:20])=[O:19])=[CH:26][CH:25]=2)(=[O:29])=[O:28])=[C:3]([C:9]([C:11]2[CH:16]=[CH:15][N:14]=[CH:13][CH:12]=2)=[O:10])[CH:4]=1, predict the reactants needed to synthesize it. The reactants are: [NH2:1][C:2]1[CH:7]=[CH:6][C:5]([Cl:8])=[CH:4][C:3]=1[C:9]([C:11]1[CH:16]=[CH:15][N:14]=[CH:13][CH:12]=1)=[O:10].[CH3:17][S:18]([C:21]1[CH:26]=[CH:25][C:24]([S:27](Cl)(=[O:29])=[O:28])=[CH:23][CH:22]=1)(=[O:20])=[O:19]. (10) Given the product [F:17][C:15]([F:18])([CH3:16])[CH2:14][N:5]1[C:6]([C:7]2[CH:12]=[CH:11][C:10]([F:13])=[CH:9][CH:8]=2)=[C:2]([C:28]2[CH:29]=[CH:30][C:31]3[O:36][CH2:35][C:34](=[O:37])[NH:33][C:32]=3[CH:38]=2)[C:3]([CH3:19])=[N:4]1, predict the reactants needed to synthesize it. The reactants are: Br[C:2]1[C:3]([CH3:19])=[N:4][N:5]([CH2:14][C:15]([F:18])([F:17])[CH3:16])[C:6]=1[C:7]1[CH:12]=[CH:11][C:10]([F:13])=[CH:9][CH:8]=1.CC1(C)C(C)(C)OB([C:28]2[CH:29]=[CH:30][C:31]3[O:36][CH2:35][C:34](=[O:37])[NH:33][C:32]=3[CH:38]=2)O1.C([O-])([O-])=O.[Cs+].[Cs+].C(OCC)(=O)C.